This data is from Reaction yield outcomes from USPTO patents with 853,638 reactions. The task is: Predict the reaction yield, written as a fraction of the theoretical maximum amount of product (1.0 means a 100% yield; for example, 0.34 means a 34% yield). (1) The reactants are [C:1]1([C:22]2[CH:27]=[CH:26][CH:25]=[CH:24][CH:23]=2)[CH:6]=[CH:5][C:4](/[CH:7]=[CH:8]/[C:9]2[NH:10][CH:11]=[C:12]([C:14]3[CH:19]=[CH:18][C:17]([Cl:20])=[CH:16][C:15]=3[Cl:21])[N:13]=2)=[CH:3][CH:2]=1.Br[CH2:29][CH2:30][CH2:31][CH3:32]. No catalyst specified. The product is [C:1]1([C:22]2[CH:27]=[CH:26][CH:25]=[CH:24][CH:23]=2)[CH:2]=[CH:3][C:4](/[CH:7]=[CH:8]/[C:9]2[N:10]([CH2:29][CH2:30][CH2:31][CH3:32])[CH:11]=[C:12]([C:14]3[CH:19]=[CH:18][C:17]([Cl:20])=[CH:16][C:15]=3[Cl:21])[N:13]=2)=[CH:5][CH:6]=1. The yield is 0.730. (2) The reactants are Br[C:2]1[C:3]2[N:4]([CH:8]=[C:9]([C:11]3[CH:16]=[CH:15][C:14]([CH2:17][C@H:18]([NH:22][C:23](=[O:36])[C:24]4[CH:29]=[CH:28][C:27]([O:30][CH:31]([CH3:33])[CH3:32])=[C:26]([C:34]#[N:35])[CH:25]=4)[CH2:19][CH2:20][OH:21])=[CH:13][CH:12]=3)[N:10]=2)[CH:5]=[CH:6][CH:7]=1.[CH3:37][C:38]1[C:42](B(O)O)=[C:41]([CH3:46])[O:40][N:39]=1.C([O-])([O-])=O.[K+].[K+]. The catalyst is CN(C=O)C. The product is [C:34]([C:26]1[CH:25]=[C:24]([CH:29]=[CH:28][C:27]=1[O:30][CH:31]([CH3:32])[CH3:33])[C:23]([NH:22][C@@H:18]([CH2:17][C:14]1[CH:15]=[CH:16][C:11]([C:9]2[N:10]=[C:3]3[C:2]([C:42]4[C:38]([CH3:37])=[N:39][O:40][C:41]=4[CH3:46])=[CH:7][CH:6]=[CH:5][N:4]3[CH:8]=2)=[CH:12][CH:13]=1)[CH2:19][CH2:20][OH:21])=[O:36])#[N:35]. The yield is 0.220. (3) The reactants are [Br:1][C:2]1[CH:7]=[CH:6][C:5]([NH:8][C:9]2[C:10]([C:19]([NH:21][O:22][CH2:23][CH:24]3[CH2:28][O:27]C(C)(C)[O:25]3)=[O:20])=[CH:11][C:12]3[O:16][CH:15]=[N:14][C:13]=3[C:17]=2[F:18])=[C:4]([Cl:31])[CH:3]=1.FC(F)(F)C(O)=O. The catalyst is C(Cl)Cl. The product is [Br:1][C:2]1[CH:7]=[CH:6][C:5]([NH:8][C:9]2[C:10]([C:19]([NH:21][O:22][CH2:23][CH:24]([OH:25])[CH2:28][OH:27])=[O:20])=[CH:11][C:12]3[O:16][CH:15]=[N:14][C:13]=3[C:17]=2[F:18])=[C:4]([Cl:31])[CH:3]=1. The yield is 0.447. (4) The reactants are [NH2:1][C:2]1[CH:7]=[C:6]([O:8][C:9]2[CH:14]=[CH:13][C:12]([NH:15][C:16]([C:18]3([C:21]([NH:23][C:24]4[CH:29]=[CH:28][C:27]([F:30])=[CH:26][CH:25]=4)=[O:22])[CH2:20][CH2:19]3)=[O:17])=[C:11]([F:31])[CH:10]=2)[CH:5]=[CH:4][N:3]=1.[CH2:32]([N:34]([CH2:37][CH3:38])[CH2:35]C)C.ClC(OC1C=CC=CC=1)=[O:41].C(=O)([O-])O.[Na+]. The catalyst is O1CCCC1.C(OCC)(=O)C. The product is [N:34]1([C:32]([NH:1][C:2]2[CH:7]=[C:6]([O:8][C:9]3[CH:14]=[CH:13][C:12]([NH:15][C:16]([C:18]4([C:21]([NH:23][C:24]5[CH:25]=[CH:26][C:27]([F:30])=[CH:28][CH:29]=5)=[O:22])[CH2:20][CH2:19]4)=[O:17])=[C:11]([F:31])[CH:10]=3)[CH:5]=[CH:4][N:3]=2)=[O:41])[CH2:35][CH2:38][CH2:37]1. The yield is 0.720. (5) The reactants are [C:1]([O:4][C@@H:5]1[C@@H:10]([O:11][C:12](=[O:14])[CH3:13])[C@H:9]([O:15][C:16](=[O:18])[CH3:17])[C@@H:8]([O:19][CH3:20])[O:7][C@H:6]1[C:21]1[CH:26]=[CH:25][C:24]([Cl:27])=[C:23]([CH2:28][C:29]2[CH:34]=[CH:33][C:32](OS(C(F)(F)F)(=O)=O)=[CH:31][CH:30]=2)[CH:22]=1)(=[O:3])[CH3:2].[CH3:43][N:44](C=O)C. The catalyst is C(OCC)(=O)C.C1C=CC([P]([Pd]([P](C2C=CC=CC=2)(C2C=CC=CC=2)C2C=CC=CC=2)([P](C2C=CC=CC=2)(C2C=CC=CC=2)C2C=CC=CC=2)[P](C2C=CC=CC=2)(C2C=CC=CC=2)C2C=CC=CC=2)(C2C=CC=CC=2)C2C=CC=CC=2)=CC=1.[C-]#N.[Zn+2].[C-]#N. The product is [C:1]([O:4][C@@H:5]1[C@@H:10]([O:11][C:12](=[O:14])[CH3:13])[C@H:9]([O:15][C:16](=[O:18])[CH3:17])[C@@H:8]([O:19][CH3:20])[O:7][C@H:6]1[C:21]1[CH:26]=[CH:25][C:24]([Cl:27])=[C:23]([CH2:28][C:29]2[CH:34]=[CH:33][C:32]([C:43]#[N:44])=[CH:31][CH:30]=2)[CH:22]=1)(=[O:3])[CH3:2]. The yield is 0.581. (6) The catalyst is C(Cl)Cl.CO.C(Cl)(Cl)Cl. The product is [OH:13][CH2:12][CH2:11][CH2:10][NH:9][C:2]1[CH:7]=[CH:6][CH:5]=[CH:4][N+:3]=1[O-:8]. The yield is 0.930. The reactants are Cl[C:2]1[CH:7]=[CH:6][CH:5]=[CH:4][N+:3]=1[O-:8].[NH2:9][CH2:10][CH2:11][CH2:12][OH:13].C([O-])(O)=O.[Na+].C(O)(CC)(C)C.